Dataset: Forward reaction prediction with 1.9M reactions from USPTO patents (1976-2016). Task: Predict the product of the given reaction. (1) Given the reactants [C:1]1([CH:7]2[O:24][C:11]3([CH2:16][CH2:15][N:14]([C:17]([O:19][C:20]([CH3:23])([CH3:22])[CH3:21])=[O:18])[CH2:13][CH2:12]3)[CH2:10][NH:9][CH2:8]2)[CH:6]=[CH:5][CH:4]=[CH:3][CH:2]=1.C([O-])(O)=O.[Na+].FC(F)(F)S(O[CH2:36][C:37]([F:40])([F:39])[F:38])(=O)=O, predict the reaction product. The product is: [C:1]1([CH:7]2[O:24][C:11]3([CH2:16][CH2:15][N:14]([C:17]([O:19][C:20]([CH3:21])([CH3:23])[CH3:22])=[O:18])[CH2:13][CH2:12]3)[CH2:10][N:9]([CH2:36][C:37]([F:40])([F:39])[F:38])[CH2:8]2)[CH:2]=[CH:3][CH:4]=[CH:5][CH:6]=1. (2) Given the reactants [CH3:1][O:2][C:3]1[CH:4]=[CH:5][C:6]([CH3:17])=[C:7]([NH:9][C:10](=[O:16])[O:11][C:12]([CH3:15])([CH3:14])[CH3:13])[CH:8]=1.C([Li])(CC)C.CON(C)[C:26]([C:28]1[CH:32]=[CH:31][S:30][CH:29]=1)=[O:27].[Cl-].[NH4+], predict the reaction product. The product is: [CH3:1][O:2][C:3]1[CH:4]=[CH:5][C:6]([CH2:17][C:26](=[O:27])[C:28]2[CH:32]=[CH:31][S:30][CH:29]=2)=[C:7]([NH:9][C:10](=[O:16])[O:11][C:12]([CH3:13])([CH3:14])[CH3:15])[CH:8]=1.